Dataset: Catalyst prediction with 721,799 reactions and 888 catalyst types from USPTO. Task: Predict which catalyst facilitates the given reaction. (1) Reactant: Cl.[Cl:2][C:3]1[CH:8]=[CH:7][C:6]([CH:9]([NH:14][C:15]([C:17]2([NH:32]C(=O)OC(C)(C)C)[CH2:22][CH2:21][N:20]([C:23]3[C:24]4[CH:31]=[CH:30][NH:29][C:25]=4[N:26]=[CH:27][N:28]=3)[CH2:19][CH2:18]2)=[O:16])[CH2:10][CH2:11][O:12][CH3:13])=[CH:5][CH:4]=1. Product: [NH2:32][C:17]1([C:15]([NH:14][CH:9]([C:6]2[CH:5]=[CH:4][C:3]([Cl:2])=[CH:8][CH:7]=2)[CH2:10][CH2:11][O:12][CH3:13])=[O:16])[CH2:18][CH2:19][N:20]([C:23]2[C:24]3[CH:31]=[CH:30][NH:29][C:25]=3[N:26]=[CH:27][N:28]=2)[CH2:21][CH2:22]1. The catalyst class is: 61. (2) Reactant: Cl[C:2]1[N:11]=[C:10]([C:12]2[O:13][CH:14]=[CH:15][CH:16]=2)[C:9]([C:17]2[CH:22]=[CH:21][N:20]=[CH:19][N:18]=2)=[CH:8][C:3]=1[C:4](OC)=[O:5].O.[NH2:24][NH2:25]. Product: [O:13]1[CH:14]=[CH:15][CH:16]=[C:12]1[C:10]1[N:11]=[C:2]2[NH:24][NH:25][C:4](=[O:5])[C:3]2=[CH:8][C:9]=1[C:17]1[CH:22]=[CH:21][N:20]=[CH:19][N:18]=1. The catalyst class is: 8. (3) Reactant: [Cl-:1].[Cl-].[Cl-].[Cl-].[Zr+4:5].[CH2:6]1[CH2:10]O[CH2:8][CH2:7]1.[CH3:11][Si:12]1([CH:16]2[C:24]3[C:19](=[CH:20][CH:21]=[CH:22][CH:23]=3)[CH:18]=[CH:17]2)[CH2:15][CH2:14][CH2:13]1.[Li]. Product: [Cl-:1].[Cl-:1].[CH3:11][Si:12]1([C:7]2[CH:8]([Zr+2:5][CH:24]3[C:19]4[C:18](=[CH:23][CH:22]=[CH:21][CH:20]=4)[CH:17]=[C:16]3[Si:12]3([CH3:11])[CH2:13][CH2:14][CH2:15]3)[C:18]3[C:10]([CH:6]=2)=[CH:23][CH:24]=[CH:16][CH:17]=3)[CH2:15][CH2:14][CH2:13]1. The catalyst class is: 4.